From a dataset of Reaction yield outcomes from USPTO patents with 853,638 reactions. Predict the reaction yield, written as a fraction of the theoretical maximum amount of product (1.0 means a 100% yield; for example, 0.34 means a 34% yield). (1) The reactants are Cl[C:2]([O:4][C:5]1[CH:10]=[CH:9][C:8]([C:11]([F:14])([F:13])[F:12])=[CH:7][CH:6]=1)=[O:3].Cl.[Br:16][CH2:17][CH2:18][CH2:19][CH2:20][CH2:21][C@H:22]1[CH2:27][CH2:26][C@H:25]([CH2:28][NH:29][CH3:30])[CH2:24][CH2:23]1.Cl. The catalyst is O.O1CCCC1.C(=O)([O-])[O-].[K+].[K+]. The product is [F:12][C:11]([F:14])([F:13])[C:8]1[CH:9]=[CH:10][C:5]([O:4][C:2](=[O:3])[N:29]([CH2:28][C@H:25]2[CH2:26][CH2:27][C@H:22]([CH2:21][CH2:20][CH2:19][CH2:18][CH2:17][Br:16])[CH2:23][CH2:24]2)[CH3:30])=[CH:6][CH:7]=1. The yield is 0.969. (2) The reactants are [NH2:1][C:2]1[C:7]([C:8]([OH:10])=O)=[C:6]([Cl:11])[N:5]=[CH:4][CH:3]=1.[CH2:12]([NH2:20])[CH2:13][C:14]1[CH:19]=[CH:18][CH:17]=[CH:16][CH:15]=1.CN(C(ON1N=NC2C=CC=CC1=2)=[N+](C)C)C.F[P-](F)(F)(F)(F)F. The catalyst is CN(C=O)C.ClCCl. The product is [NH2:1][C:2]1[C:7]([C:8]([NH:20][CH2:12][CH2:13][C:14]2[CH:19]=[CH:18][CH:17]=[CH:16][CH:15]=2)=[O:10])=[C:6]([Cl:11])[N:5]=[CH:4][CH:3]=1. The yield is 0.770. (3) The reactants are C[O:2][C:3]1[CH:4]=[C:5]2[C:10](=[CH:11][CH:12]=1)[C:9]([C:13](=[O:29])[C:14]1[CH:19]=[CH:18][C:17]([O:20][CH2:21][CH2:22][N:23]3[CH2:28][CH2:27][CH2:26][CH2:25][CH2:24]3)=[CH:16][CH:15]=1)=[C:8](OS(C(F)(F)F)(=O)=O)[CH:7]=[CH:6]2.[F:38][C:39]1[C:44]([F:45])=[CH:43][CH:42]=[CH:41][C:40]=1B(O)O.[F-].[Cs+]. No catalyst specified. The product is [F:38][C:39]1[C:44]([F:45])=[CH:43][CH:42]=[CH:41][C:40]=1[C:8]1[CH:7]=[CH:6][C:5]2[C:10](=[CH:11][CH:12]=[C:3]([OH:2])[CH:4]=2)[C:9]=1[C:13]([C:14]1[CH:19]=[CH:18][C:17]([O:20][CH2:21][CH2:22][N:23]2[CH2:28][CH2:27][CH2:26][CH2:25][CH2:24]2)=[CH:16][CH:15]=1)=[O:29]. The yield is 0.700.